The task is: Predict the reactants needed to synthesize the given product.. This data is from Full USPTO retrosynthesis dataset with 1.9M reactions from patents (1976-2016). (1) Given the product [C:1]([C:3]1[CH:19]=[CH:18][C:6]([CH2:7][NH:8][C:9](=[O:17])[C:10]2[CH:15]=[CH:14][CH:13]=[C:12]([CH3:16])[CH:11]=2)=[C:5]([O:20][CH2:23][C:24]2[CH:29]=[CH:28][CH:27]=[CH:26][N:25]=2)[CH:4]=1)#[N:2], predict the reactants needed to synthesize it. The reactants are: [C:1]([C:3]1[CH:19]=[CH:18][C:6]([CH2:7][NH:8][C:9](=[O:17])[C:10]2[CH:15]=[CH:14][CH:13]=[C:12]([CH3:16])[CH:11]=2)=[C:5]([OH:20])[CH:4]=1)#[N:2].Br.Br[CH2:23][C:24]1[CH:29]=[CH:28][CH:27]=[CH:26][N:25]=1.C(=O)([O-])[O-].[K+].[K+]. (2) Given the product [C:40]([O:39][C:37]([NH:36][C@@H:30]([CH2:31][CH2:32][C:33](=[O:34])[S:18][C:15]1[CH:14]=[CH:13][C:12]([C:11]([F:10])([F:19])[F:20])=[CH:17][CH:16]=1)[C:29]([O:28][CH2:21][C:22]1[CH:23]=[CH:24][CH:25]=[CH:26][CH:27]=1)=[O:44])=[O:38])([CH3:43])([CH3:42])[CH3:41], predict the reactants needed to synthesize it. The reactants are: C(N=C=NC(C)C)(C)C.[F:10][C:11]([F:20])([F:19])[C:12]1[CH:17]=[CH:16][C:15]([SH:18])=[CH:14][CH:13]=1.[CH2:21]([O:28][C:29](=[O:44])[C@@H:30]([NH:36][C:37]([O:39][C:40]([CH3:43])([CH3:42])[CH3:41])=[O:38])[CH2:31][CH2:32][C:33](O)=[O:34])[C:22]1[CH:27]=[CH:26][CH:25]=[CH:24][CH:23]=1.